This data is from Forward reaction prediction with 1.9M reactions from USPTO patents (1976-2016). The task is: Predict the product of the given reaction. Given the reactants F[C:2]1[CH:7]=[CH:6][C:5]([N+:8]([O-:10])=[O:9])=[CH:4][C:3]=1[C:11]([F:14])([F:13])[F:12].[F:15][C@H:16]1[C@H:21]([OH:22])[CH2:20][CH2:19][N:18]([C:23]([O:25][C:26]([CH3:29])([CH3:28])[CH3:27])=[O:24])[CH2:17]1.CC([O-])(C)C.[K+], predict the reaction product. The product is: [F:15][C@H:16]1[C@H:21]([O:22][C:2]2[CH:7]=[CH:6][C:5]([N+:8]([O-:10])=[O:9])=[CH:4][C:3]=2[C:11]([F:14])([F:13])[F:12])[CH2:20][CH2:19][N:18]([C:23]([O:25][C:26]([CH3:29])([CH3:28])[CH3:27])=[O:24])[CH2:17]1.